From a dataset of Forward reaction prediction with 1.9M reactions from USPTO patents (1976-2016). Predict the product of the given reaction. Given the reactants [H-].[Na+].CN(C)C=O.[OH:8][C:9]1[C:18]2[C:13](=[CH:14][CH:15]=[CH:16][CH:17]=2)[N:12]=[CH:11][N:10]=1.Br[CH2:20][C:21]1[C:25]([C:26]#[N:27])=[C:24]([N:28]2[CH2:33][CH2:32][O:31][CH2:30][CH2:29]2)[S:23][C:22]=1[C:34]([O:36][CH3:37])=[O:35], predict the reaction product. The product is: [C:26]([C:25]1[C:21]([CH2:20][N:10]2[C:9](=[O:8])[C:18]3[C:13](=[CH:14][CH:15]=[CH:16][CH:17]=3)[N:12]=[CH:11]2)=[C:22]([C:34]([O:36][CH3:37])=[O:35])[S:23][C:24]=1[N:28]1[CH2:33][CH2:32][O:31][CH2:30][CH2:29]1)#[N:27].